Task: Predict the reaction yield, written as a fraction of the theoretical maximum amount of product (1.0 means a 100% yield; for example, 0.34 means a 34% yield).. Dataset: Reaction yield outcomes from USPTO patents with 853,638 reactions (1) The reactants are C(=O)([O-])[O-].[Na+].[Na+].Br[C:8]1[CH:9]=[C:10]2[C:15](=[CH:16][CH:17]=1)[CH:14]=[C:13]([OH:18])[CH:12]=[CH:11]2.[F:19][C:20]1[CH:25]=[CH:24][C:23](B(O)O)=[CH:22][CH:21]=1.Cl. The catalyst is C1C=CC([P]([Pd]([P](C2C=CC=CC=2)(C2C=CC=CC=2)C2C=CC=CC=2)([P](C2C=CC=CC=2)(C2C=CC=CC=2)C2C=CC=CC=2)[P](C2C=CC=CC=2)(C2C=CC=CC=2)C2C=CC=CC=2)(C2C=CC=CC=2)C2C=CC=CC=2)=CC=1.O1CCOCC1. The product is [F:19][C:20]1[CH:25]=[CH:24][C:23]([C:8]2[CH:9]=[C:10]3[C:15](=[CH:16][CH:17]=2)[CH:14]=[C:13]([OH:18])[CH:12]=[CH:11]3)=[CH:22][CH:21]=1. The yield is 0.740. (2) The reactants are [C:1]1([CH2:13][C:14]([NH2:16])=[O:15])[C:11]2=[C:12]3[C:7](=[CH:8][CH:9]=[CH:10]2)[CH2:6][CH2:5][CH2:4][N:3]3[CH:2]=1.[O:17]1CCOCC1. The catalyst is O.[Pd]. The product is [C:1]1([C:13](=[O:17])[C:14]([NH2:16])=[O:15])[C:11]2=[C:12]3[C:7](=[CH:8][CH:9]=[CH:10]2)[CH2:6][CH2:5][CH2:4][N:3]3[CH:2]=1. The yield is 0.960. (3) The catalyst is CN(C=O)C.O. The product is [CH2:2]([C:4]1[N:5]=[C:6]([CH:9]([NH:20][C:28](=[O:29])[CH2:27][C:21]2[CH:26]=[CH:25][CH:24]=[CH:23][CH:22]=2)[CH2:10][C:11]2[CH:16]=[CH:15][C:14]([N+:17]([O-:19])=[O:18])=[CH:13][CH:12]=2)[S:7][CH:8]=1)[CH3:3]. The yield is 0.600. The reactants are Br.[CH2:2]([C:4]1[N:5]=[C:6]([C@@H:9]([NH2:20])[CH2:10][C:11]2[CH:16]=[CH:15][C:14]([N+:17]([O-:19])=[O:18])=[CH:13][CH:12]=2)[S:7][CH:8]=1)[CH3:3].[C:21]1([CH2:27][C:28](O)=[O:29])[CH:26]=[CH:25][CH:24]=[CH:23][CH:22]=1.ON1C2C=CC=CC=2N=N1.CN(C)CCCN=C=NCC.C(N(CC)CC)C. (4) The reactants are [C:1]([C:4]1[CH:24]=[CH:23][C:7]([C:8]([NH:10][CH2:11][CH2:12][CH2:13][CH2:14][CH2:15][CH2:16][CH2:17][CH2:18][CH2:19][CH2:20][CH2:21][CH3:22])=[O:9])=[CH:6][CH:5]=1)(=O)[CH3:2].[F:25][C:26]([F:36])([F:35])[C:27]1[CH:34]=[CH:33][C:30]([CH2:31][NH2:32])=[CH:29][CH:28]=1. No catalyst specified. The product is [CH2:11]([NH:10][C:8](=[O:9])[C:7]1[CH:23]=[CH:24][C:4]([CH:1]([NH:32][CH2:31][C:30]2[CH:29]=[CH:28][C:27]([C:26]([F:25])([F:35])[F:36])=[CH:34][CH:33]=2)[CH3:2])=[CH:5][CH:6]=1)[CH2:12][CH2:13][CH2:14][CH2:15][CH2:16][CH2:17][CH2:18][CH2:19][CH2:20][CH2:21][CH3:22]. The yield is 0.710. (5) The reactants are [NH:1]1[CH2:5][CH2:4][CH2:3][CH2:2]1.C[Al](C)C.[F:10][C:11]1[CH:16]=[CH:15][CH:14]=[C:13]([F:17])[C:12]=1[N:18]1[C:23]2[N:24]=[C:25]([NH:36][CH2:37][C:38](OC)=[O:39])[N:26]=[C:27]([C:28]3[CH:33]=[CH:32][C:31]([F:34])=[CH:30][C:29]=3[CH3:35])[C:22]=2[CH:21]=[CH:20][C:19]1=[O:42]. The product is [F:10][C:11]1[CH:16]=[CH:15][CH:14]=[C:13]([F:17])[C:12]=1[N:18]1[C:23]2[N:24]=[C:25]([NH:36][CH2:37][C:38](=[O:39])[N:1]3[CH2:5][CH2:4][CH2:3][CH2:2]3)[N:26]=[C:27]([C:28]3[CH:33]=[CH:32][C:31]([F:34])=[CH:30][C:29]=3[CH3:35])[C:22]=2[CH:21]=[CH:20][C:19]1=[O:42]. The yield is 0.480. No catalyst specified. (6) The reactants are [Cl-].O[NH3+:3].[C:4](=[O:7])([O-])[OH:5].[Na+].CS(C)=O.[CH2:13]([C:17]1[N:18]=[C:19]([CH3:51])[N:20]([CH2:39][C:40]2[C:48]3[O:47][C:46]([CH3:50])([CH3:49])[CH2:45][C:44]=3[CH:43]=[CH:42][CH:41]=2)[C:21](=[O:38])[C:22]=1[CH2:23][C:24]1[CH:29]=[CH:28][C:27]([C:30]2[C:31]([C:36]#[N:37])=[CH:32][CH:33]=[CH:34][CH:35]=2)=[CH:26][CH:25]=1)[CH2:14][CH2:15][CH3:16]. The catalyst is C(OCC)(=O)C. The product is [CH2:13]([C:17]1[N:18]=[C:19]([CH3:51])[N:20]([CH2:39][C:40]2[C:48]3[O:47][C:46]([CH3:50])([CH3:49])[CH2:45][C:44]=3[CH:43]=[CH:42][CH:41]=2)[C:21](=[O:38])[C:22]=1[CH2:23][C:24]1[CH:25]=[CH:26][C:27]([C:30]2[CH:35]=[CH:34][CH:33]=[CH:32][C:31]=2[C:36]2[NH:3][C:4](=[O:7])[O:5][N:37]=2)=[CH:28][CH:29]=1)[CH2:14][CH2:15][CH3:16]. The yield is 0.210. (7) The reactants are CC1(C)COB([C:8]2[CH:13]=[CH:12][C:11]([C:14]([CH3:18])([CH3:17])[CH2:15][OH:16])=[CH:10][CH:9]=2)OC1.Br[C:21]1[C:22]([F:33])=[C:23]2[C:27](=[CH:28][C:29]=1[F:30])[NH:26][CH:25]=[C:24]2[CH:31]=[O:32].C(=O)([O-])[O-].[K+].[K+]. The catalyst is C1(C)C=CC=CC=1.CCO.O.C1C=CC(P(C2C=CC=CC=2)[C-]2C=CC=C2)=CC=1.C1C=CC(P(C2C=CC=CC=2)[C-]2C=CC=C2)=CC=1.Cl[Pd]Cl.[Fe+2]. The yield is 0.320. The product is [F:33][C:22]1[C:21]([C:8]2[CH:9]=[CH:10][C:11]([C:14]([CH3:17])([CH3:18])[CH2:15][OH:16])=[CH:12][CH:13]=2)=[C:29]([F:30])[CH:28]=[C:27]2[C:23]=1[C:24]([CH:31]=[O:32])=[CH:25][NH:26]2. (8) The yield is 0.550. The catalyst is CS(C)=O. The product is [Br:10][C:11]1[CH:16]=[CH:15][C:14]([S:17]([C:2]2[CH:9]=[CH:8][CH:7]=[CH:6][C:3]=2[CH:4]=[O:5])(=[O:19])=[O:18])=[CH:13][CH:12]=1. The reactants are Br[C:2]1[CH:9]=[CH:8][CH:7]=[CH:6][C:3]=1[CH:4]=[O:5].[Br:10][C:11]1[CH:16]=[CH:15][C:14]([S:17]([O-:19])=[O:18])=[CH:13][CH:12]=1.[Na+].CN(C)CCN.O. (9) The reactants are [Br:1][C:2]1[CH:10]=[CH:9][CH:8]=[CH:7][C:3]=1[C:4](Cl)=[O:5].[CH3:11][N:12]1[CH2:17][CH2:16][NH:15][CH2:14][CH2:13]1. The catalyst is C1(C)C=CC=CC=1. The product is [Br:1][C:2]1[CH:10]=[CH:9][CH:8]=[CH:7][C:3]=1[C:4]([N:15]1[CH2:16][CH2:17][N:12]([CH3:11])[CH2:13][CH2:14]1)=[O:5]. The yield is 0.770. (10) The reactants are Cl[C:2]1[C:7]([C:8]#[N:9])=[CH:6][N:5]=[C:4]2[C:10]3[CH:16]=[CH:15][CH:14]=[CH:13][C:11]=3[O:12][C:3]=12.[O:17]([C:24]1[CH:30]=[CH:29][C:27]([NH2:28])=[CH:26][CH:25]=1)[C:18]1[CH:23]=[CH:22][CH:21]=[CH:20][CH:19]=1. The catalyst is C(OCCO)C. The product is [O:17]([C:24]1[CH:25]=[CH:26][C:27]([NH:28][C:2]2[C:7]([C:8]#[N:9])=[CH:6][N:5]=[C:4]3[C:10]4[CH:16]=[CH:15][CH:14]=[CH:13][C:11]=4[O:12][C:3]=23)=[CH:29][CH:30]=1)[C:18]1[CH:23]=[CH:22][CH:21]=[CH:20][CH:19]=1. The yield is 0.350.